Task: Regression/Classification. Given a drug SMILES string, predict its toxicity properties. Task type varies by dataset: regression for continuous values (e.g., LD50, hERG inhibition percentage) or binary classification for toxic/non-toxic outcomes (e.g., AMES mutagenicity, cardiotoxicity, hepatotoxicity). Dataset: herg_karim.. Dataset: hERG potassium channel inhibition data for cardiac toxicity prediction from Karim et al. (1) The compound is Cc1nc2c(c(-c3ccc(Cl)cc3Cl)c1CN)CN(CC(=O)N1CCN(S(C)(=O)=O)CC1)C2=O. The result is 0 (non-blocker). (2) The drug is Cn1c(CCCCCN2CC3C[C@]3(c3ccc(C(F)(F)F)cc3)C2)nnc1-c1ccccc1. The result is 1 (blocker).